Dataset: Full USPTO retrosynthesis dataset with 1.9M reactions from patents (1976-2016). Task: Predict the reactants needed to synthesize the given product. (1) Given the product [CH3:1][NH:2][C@@H:3]([CH2:4][C:5]1[CH:10]=[CH:9][CH:8]=[CH:7][CH:6]=1)[CH2:11][OH:12], predict the reactants needed to synthesize it. The reactants are: [CH3:1][NH:2][C@H:3]([C:11](O)=[O:12])[CH2:4][C:5]1[CH:10]=[CH:9][CH:8]=[CH:7][CH:6]=1.[H-].[Al+3].[Li+].[H-].[H-].[H-].[Li].[OH-].[Na+]. (2) Given the product [Cl:1][C:2]1[CH:3]=[CH:4][C:5]([CH2:6][NH:7][C:8](=[O:9])[NH:10][N:11]([CH2:13][C:14]([NH:19][C@@H:20]([CH3:43])[C:21]([N:23]([CH2:33][C:34]2[C:35]3[CH:42]=[CH:41][CH:40]=[CH:39][C:36]=3[S:37][CH:38]=2)[C@@H:24]([CH3:32])[CH:25]([O:29][CH2:30][CH3:31])[O:26][CH2:27][CH3:28])=[O:22])=[O:16])[CH3:12])=[CH:17][CH:18]=1, predict the reactants needed to synthesize it. The reactants are: [Cl:1][C:2]1[CH:18]=[CH:17][C:5]([CH2:6][NH:7][C:8]([NH:10][N:11]([CH2:13][C:14]([OH:16])=O)[CH3:12])=[O:9])=[CH:4][CH:3]=1.[NH2:19][C@@H:20]([CH3:43])[C:21]([N:23]([CH2:33][C:34]1[C:35]2[CH:42]=[CH:41][CH:40]=[CH:39][C:36]=2[S:37][CH:38]=1)[C@@H:24]([CH3:32])[CH:25]([O:29][CH2:30][CH3:31])[O:26][CH2:27][CH3:28])=[O:22]. (3) The reactants are: [F:1][C:2]1[C:18]([CH:19]=O)=[C:17]([B:21]2[O:25]C(C)(C)C(C)(C)[O:22]2)[CH:16]=[CH:15][C:3]=1[O:4][C:5]1[CH:12]=[CH:11][C:8]([C:9]#[N:10])=[C:7]([O:13][CH3:14])[N:6]=1.[BH4-].[Na+].Cl. Given the product [F:1][C:2]1[C:18]2[CH2:19][O:22][B:21]([OH:25])[C:17]=2[CH:16]=[CH:15][C:3]=1[O:4][C:5]1[CH:12]=[CH:11][C:8]([C:9]#[N:10])=[C:7]([O:13][CH3:14])[N:6]=1, predict the reactants needed to synthesize it. (4) Given the product [F:28][CH:8]([C:5]1[CH:6]=[CH:7][C:2]([F:1])=[CH:3][CH:4]=1)[CH2:9][N:10]([CH3:20])[S:11]([C:14]1[S:15][C:16]([Br:19])=[CH:17][CH:18]=1)(=[O:13])=[O:12], predict the reactants needed to synthesize it. The reactants are: [F:1][C:2]1[CH:7]=[CH:6][C:5]([CH:8](O)[CH2:9][N:10]([CH3:20])[S:11]([C:14]2[S:15][C:16]([Br:19])=[CH:17][CH:18]=2)(=[O:13])=[O:12])=[CH:4][CH:3]=1.C(N(S(F)(F)[F:28])CC)C.C(=O)(O)[O-].[Na+].